From a dataset of Catalyst prediction with 721,799 reactions and 888 catalyst types from USPTO. Predict which catalyst facilitates the given reaction. Reactant: [Br:1][C:2]1[S:3][C:4]([C:8](OCC)=[O:9])=[C:5]([CH3:7])[N:6]=1.[BH4-].[Na+]. Product: [Br:1][C:2]1[S:3][C:4]([CH2:8][OH:9])=[C:5]([CH3:7])[N:6]=1. The catalyst class is: 88.